Dataset: Catalyst prediction with 721,799 reactions and 888 catalyst types from USPTO. Task: Predict which catalyst facilitates the given reaction. Reactant: [N:1]1[CH:6]=[C:5]([C@@H:7]2[CH2:12][CH2:11][CH2:10][N:8]2[CH3:9])[CH:4]=[CH:3][CH:2]=1.[Br:13][CH2:14][CH2:15][O:16][CH2:17][CH2:18][O:19][CH2:20][CH3:21]. Product: [Br-:13].[CH2:15]([O:16][CH2:17][CH2:18][O:19][CH2:20][CH2:21][N+:1]1[CH:2]=[CH:3][CH:4]=[C:5]([C@@H:7]2[CH2:12][CH2:11][CH2:10][N:8]2[CH3:9])[CH:6]=1)[CH3:14]. The catalyst class is: 52.